From a dataset of SARS-CoV-2 main protease (3CLPro) crystallographic fragment screen with 879 compounds. Binary Classification. Given a drug SMILES string, predict its activity (active/inactive) in a high-throughput screening assay against a specified biological target. The compound is O=C(c1ccco1)N1CCN(C(=O)C2CC2)CC1. The result is 0 (inactive).